The task is: Regression. Given a peptide amino acid sequence and an MHC pseudo amino acid sequence, predict their binding affinity value. This is MHC class II binding data.. This data is from Peptide-MHC class II binding affinity with 134,281 pairs from IEDB. (1) The peptide sequence is SLFFSAQPFEITAST. The MHC is H-2-IAb with pseudo-sequence H-2-IAb. The binding affinity (normalized) is 0.484. (2) The peptide sequence is LWSPRERLVLTLGAA. The MHC is DRB5_0101 with pseudo-sequence DRB5_0101. The binding affinity (normalized) is 0.